From a dataset of Aqueous solubility values for 9,982 compounds from the AqSolDB database. Regression/Classification. Given a drug SMILES string, predict its absorption, distribution, metabolism, or excretion properties. Task type varies by dataset: regression for continuous measurements (e.g., permeability, clearance, half-life) or binary classification for categorical outcomes (e.g., BBB penetration, CYP inhibition). For this dataset (solubility_aqsoldb), we predict Y. (1) The drug is C=C(F)F. The Y is -0.706 log mol/L. (2) The molecule is O=C([O-])/C=C\C(=O)[O-].[Fe+2]. The Y is -2.08 log mol/L. (3) The compound is CCCCCCCCCCCCCCCOC(=O)/C=C/C(=O)OCCCCCCCCCCCCCCC. The Y is -6.55 log mol/L.